From a dataset of Merck oncology drug combination screen with 23,052 pairs across 39 cell lines. Regression. Given two drug SMILES strings and cell line genomic features, predict the synergy score measuring deviation from expected non-interaction effect. (1) Drug 1: CN(Cc1cnc2nc(N)nc(N)c2n1)c1ccc(C(=O)NC(CCC(=O)O)C(=O)O)cc1. Drug 2: NC1(c2ccc(-c3nc4ccn5c(=O)[nH]nc5c4cc3-c3ccccc3)cc2)CCC1. Cell line: COLO320DM. Synergy scores: synergy=15.2. (2) Drug 1: N.N.O=C(O)C1(C(=O)O)CCC1.[Pt]. Drug 2: O=C(O)C1(Cc2cccc(Nc3nccs3)n2)CCC(Oc2cccc(Cl)c2F)CC1. Cell line: SKMEL30. Synergy scores: synergy=6.70.